Task: Predict the reactants needed to synthesize the given product.. Dataset: Full USPTO retrosynthesis dataset with 1.9M reactions from patents (1976-2016) Given the product [CH3:56][O:55][CH2:54][CH2:53][O:52][C:48]1[CH:49]=[C:50]2[C:45](=[C:46]([N:57]([CH3:67])[S:58]([C:61]3[CH:66]=[CH:65][CH:64]=[CH:63][N:62]=3)(=[O:60])=[O:59])[CH:47]=1)[NH:44][C:43]([C:41]1[S:69][CH2:68][C@@H:39]([C:38]([O:37][CH3:36])=[O:77])[N:40]=1)=[CH:51]2, predict the reactants needed to synthesize it. The reactants are: C1(P(=O)(C2C=CC=CC=2)C2C=CC=CC=2)C=CC=CC=1.FC(F)(F)S(OS(C(F)(F)F)(=O)=O)(=O)=O.[CH3:36][O:37][C:38](=[O:77])[C@H:39]([CH2:68][S:69]CC1C=CC=CC=1)[NH:40][C:41]([C:43]1[NH:44][C:45]2[C:50]([CH:51]=1)=[CH:49][C:48]([O:52][CH2:53][CH2:54][O:55][CH3:56])=[CH:47][C:46]=2[N:57]([CH3:67])[S:58]([C:61]1[CH:66]=[CH:65][CH:64]=[CH:63][N:62]=1)(=[O:60])=[O:59])=O.C1(SC)C=CC=CC=1.C(=O)([O-])O.[Na+].